The task is: Regression/Classification. Given a drug SMILES string, predict its absorption, distribution, metabolism, or excretion properties. Task type varies by dataset: regression for continuous measurements (e.g., permeability, clearance, half-life) or binary classification for categorical outcomes (e.g., BBB penetration, CYP inhibition). Dataset: cyp3a4_veith.. This data is from CYP3A4 inhibition data for predicting drug metabolism from PubChem BioAssay. The compound is CCOc1cc(CNCCCN2CCOCC2)cc(Br)c1OCC(=O)Nc1cccc(C(F)(F)F)c1.Cl. The result is 1 (inhibitor).